From a dataset of Catalyst prediction with 721,799 reactions and 888 catalyst types from USPTO. Predict which catalyst facilitates the given reaction. (1) Reactant: C([N-]C(C)C)(C)C.[Li+].[CH3:9][C:10]1[CH:11]=[C:12]([NH:21][C:22]2[N:27]=[C:26]([C:28]([F:31])([F:30])[F:29])[CH:25]=[CH:24][N:23]=2)[CH:13]=[C:14]([C:16]2[S:20][CH:19]=[N:18][CH:17]=2)[CH:15]=1.CN([CH:35]=[O:36])C. Product: [CH3:9][C:10]1[CH:15]=[C:14]([C:16]2[S:20][C:19]([CH:35]=[O:36])=[N:18][CH:17]=2)[CH:13]=[C:12]([NH:21][C:22]2[N:27]=[C:26]([C:28]([F:29])([F:31])[F:30])[CH:25]=[CH:24][N:23]=2)[CH:11]=1. The catalyst class is: 56. (2) Reactant: [CH2:1]([O:8][C:9]1[C:14]([NH:15]C(=O)C)=[C:13]([F:19])[C:12]([F:20])=[CH:11][CH:10]=1)[C:2]1[CH:7]=[CH:6][CH:5]=[CH:4][CH:3]=1.[OH-].[K+].O. Product: [CH2:1]([O:8][C:9]1[C:14]([NH2:15])=[C:13]([F:19])[C:12]([F:20])=[CH:11][CH:10]=1)[C:2]1[CH:3]=[CH:4][CH:5]=[CH:6][CH:7]=1. The catalyst class is: 8. (3) Reactant: C(OC([N:8]1[C@H:14]([CH3:15])[CH2:13][C:12]2[CH:16]=[C:17]3[O:22][CH2:21][O:20][C:18]3=[CH:19][C:11]=2[C:10]([C:23]2[CH:28]=[C:27]([CH3:29])[C:26]([N+:30]([O-:32])=[O:31])=[C:25]([CH3:33])[CH:24]=2)=[N:9]1)=O)(C)(C)C. Product: [CH3:33][C:25]1[CH:24]=[C:23]([C:10]2[C:11]3[CH:19]=[C:18]4[O:20][CH2:21][O:22][C:17]4=[CH:16][C:12]=3[CH2:13][C@@H:14]([CH3:15])[NH:8][N:9]=2)[CH:28]=[C:27]([CH3:29])[C:26]=1[N+:30]([O-:32])=[O:31]. The catalyst class is: 22.